Dataset: Forward reaction prediction with 1.9M reactions from USPTO patents (1976-2016). Task: Predict the product of the given reaction. (1) Given the reactants [F:1][C:2]1[CH:3]=[C:4]([C:8]2([CH2:29][CH2:30][N:31]3[C@H:36]4[CH2:37][CH2:38][C@@H:32]3[CH2:33][CH:34]([N:39]3[C:43]5[CH:44]=[CH:45][CH:46]=[CH:47][C:42]=5[N:41]=[C:40]3[CH3:48])[CH2:35]4)[CH2:13][CH2:12][N:11]([C:14]([C:16]3([NH:21]C(=O)OC(C)(C)C)[CH2:20][CH2:19][CH2:18][CH2:17]3)=[O:15])[CH2:10][CH2:9]2)[CH:5]=[CH:6][CH:7]=1.Cl, predict the reaction product. The product is: [F:1][C:2]1[CH:3]=[C:4]([C:8]2([CH2:29][CH2:30][N:31]3[C@H:32]4[CH2:38][CH2:37][C@@H:36]3[CH2:35][CH:34]([N:39]3[C:43]5[CH:44]=[CH:45][CH:46]=[CH:47][C:42]=5[N:41]=[C:40]3[CH3:48])[CH2:33]4)[CH2:13][CH2:12][N:11]([C:14]([C:16]3([NH2:21])[CH2:20][CH2:19][CH2:18][CH2:17]3)=[O:15])[CH2:10][CH2:9]2)[CH:5]=[CH:6][CH:7]=1. (2) Given the reactants [Cl:1][C:2]1[N:7]=[C:6](Cl)[C:5]([S:9][CH2:10][C:11]([O:13][CH2:14][CH3:15])=[O:12])=[CH:4][N:3]=1.[NH3:16].C(O)(C)C, predict the reaction product. The product is: [NH2:16][C:6]1[C:5]([S:9][CH2:10][C:11]([O:13][CH2:14][CH3:15])=[O:12])=[CH:4][N:3]=[C:2]([Cl:1])[N:7]=1. (3) Given the reactants [C:1]([O:5][C:6]([NH:8][C:9]([C:18]1[O:22][C:21]([C:23]2[CH:24]=[C:25]([CH:29]=[C:30]([N:32]([CH3:37])[S:33]([CH3:36])(=[O:35])=[O:34])[CH:31]=2)[C:26]([OH:28])=[O:27])=[N:20][N:19]=1)([CH3:17])[CH2:10][C:11]1[CH:16]=[CH:15][CH:14]=[CH:13][CH:12]=1)=[O:7])([CH3:4])([CH3:3])[CH3:2].[CH2:38](I)[CH2:39]C, predict the reaction product. The product is: [C:1]([O:5][C:6]([NH:8][C@:9]([C:18]1[O:22][C:21]([C:23]2[CH:24]=[C:25]([CH:29]=[C:30]([N:32]([CH2:37][CH2:38][CH3:39])[S:33]([CH3:36])(=[O:34])=[O:35])[CH:31]=2)[C:26]([OH:28])=[O:27])=[N:20][N:19]=1)([CH3:17])[CH2:10][C:11]1[CH:12]=[CH:13][CH:14]=[CH:15][CH:16]=1)=[O:7])([CH3:4])([CH3:3])[CH3:2]. (4) Given the reactants [CH2:1]([CH:3]([N:6]1[C:18]2[C:17]3[CH:16]=[CH:15][CH:14]=[C:13]([I:19])[C:12]=3[N:11]=[C:10]([CH3:20])[C:9]=2[CH2:8][CH2:7]1)[CH2:4][CH3:5])[CH3:2], predict the reaction product. The product is: [CH2:1]([CH:3]([N:6]1[C:18]2[C:17]3[CH:16]=[CH:15][CH:14]=[C:13]([I:19])[C:12]=3[N:11]=[C:10]([CH3:20])[C:9]=2[CH:8]=[CH:7]1)[CH2:4][CH3:5])[CH3:2]. (5) The product is: [C:13]1([S:19]([N:8]2[C:9]3=[N:10][C:2]([Cl:1])=[CH:3][CH:4]=[C:5]3[CH:6]=[CH:7]2)(=[O:21])=[O:20])[CH:18]=[CH:17][CH:16]=[CH:15][CH:14]=1. Given the reactants [Cl:1][C:2]1[N:10]=[C:9]2[C:5]([CH:6]=[CH:7][NH:8]2)=[CH:4][CH:3]=1.[H-].[Na+].[C:13]1([S:19](Cl)(=[O:21])=[O:20])[CH:18]=[CH:17][CH:16]=[CH:15][CH:14]=1.C(OCC)(=O)C, predict the reaction product. (6) The product is: [Cl:16][C:17]1[C:18]([F:24])=[C:19]([C:20]([CH3:23])=[CH:21][CH:22]=1)[CH:28]=[O:29]. Given the reactants CC1(C)CCCC(C)(C)N1.[Li]CCCC.[Cl:16][C:17]1[CH:22]=[CH:21][C:20]([CH3:23])=[CH:19][C:18]=1[F:24].CN([CH:28]=[O:29])C, predict the reaction product.